From a dataset of Reaction yield outcomes from USPTO patents with 853,638 reactions. Predict the reaction yield, written as a fraction of the theoretical maximum amount of product (1.0 means a 100% yield; for example, 0.34 means a 34% yield). (1) The reactants are CS([C:5]1[N:6]=[CH:7][C:8]2[C:17]3[CH:16]=[CH:15][C:14]([C:18]([O:20]C)=[O:19])=[CH:13][C:12]=3[N:11]=[C:10]([NH:22][C:23]3[CH:28]=[CH:27][CH:26]=[CH:25][CH:24]=3)[C:9]=2[N:29]=1)(=O)=O.Cl.CN.C[CH2:34][N:35](C(C)C)C(C)C.[Li+].[OH-]. The catalyst is CN(C=O)C.O.CO.C1COCC1. The product is [CH3:34][NH:35][C:5]1[N:6]=[CH:7][C:8]2[C:17]3[CH:16]=[CH:15][C:14]([C:18]([OH:20])=[O:19])=[CH:13][C:12]=3[N:11]=[C:10]([NH:22][C:23]3[CH:28]=[CH:27][CH:26]=[CH:25][CH:24]=3)[C:9]=2[N:29]=1. The yield is 0.740. (2) The yield is 0.260. The catalyst is CCOC(C)=O.O. The reactants are Cl.[CH3:2][S:3]([C:6]1[CH:11]=[CH:10][C:9]([NH:12][NH2:13])=[CH:8][CH:7]=1)(=[O:5])=[O:4].C[O-].[Na+].CO.C(O[CH:22]=[C:23]([C:26]#[N:27])[C:24]#[N:25])C. The product is [NH2:27][C:26]1[N:12]([C:9]2[CH:8]=[CH:7][C:6]([S:3]([CH3:2])(=[O:5])=[O:4])=[CH:11][CH:10]=2)[N:13]=[CH:22][C:23]=1[C:24]#[N:25].